Regression. Given two drug SMILES strings and cell line genomic features, predict the synergy score measuring deviation from expected non-interaction effect. From a dataset of NCI-60 drug combinations with 297,098 pairs across 59 cell lines. (1) Drug 1: CC1C(C(CC(O1)OC2CC(OC(C2O)C)OC3=CC4=CC5=C(C(=O)C(C(C5)C(C(=O)C(C(C)O)O)OC)OC6CC(C(C(O6)C)O)OC7CC(C(C(O7)C)O)OC8CC(C(C(O8)C)O)(C)O)C(=C4C(=C3C)O)O)O)O. Drug 2: B(C(CC(C)C)NC(=O)C(CC1=CC=CC=C1)NC(=O)C2=NC=CN=C2)(O)O. Cell line: MALME-3M. Synergy scores: CSS=97.9, Synergy_ZIP=-0.825, Synergy_Bliss=-1.90, Synergy_Loewe=-2.04, Synergy_HSA=-1.76. (2) Drug 1: CN1C(=O)N2C=NC(=C2N=N1)C(=O)N. Drug 2: C1=NC(=NC(=O)N1C2C(C(C(O2)CO)O)O)N. Cell line: EKVX. Synergy scores: CSS=-0.616, Synergy_ZIP=-0.745, Synergy_Bliss=-1.51, Synergy_Loewe=-3.76, Synergy_HSA=-3.73.